From a dataset of Forward reaction prediction with 1.9M reactions from USPTO patents (1976-2016). Predict the product of the given reaction. (1) The product is: [C:24]([C:26]1[CH:27]=[CH:28][C:29]([C@H:32]2[CH2:37][N:36]([C:9]([O:10][C:11]([CH3:14])([CH3:13])[CH3:12])=[O:16])[CH2:35][CH2:34][N:33]2[C:1]([O:2][C:3]([CH3:6])([CH3:5])[CH3:4])=[O:8])=[CH:30][CH:31]=1)#[N:25]. Given the reactants [C:1](=[O:8])([O-])[O:2][C:3]([CH3:6])([CH3:5])[CH3:4].[C:9](=[O:16])([O-])[O:10][C:11]([CH3:14])([CH3:13])[CH3:12].C(N(CC)CC)C.[C:24]([C:26]1[CH:31]=[CH:30][C:29]([C@H:32]2[CH2:37][NH:36][CH2:35][CH2:34][NH:33]2)=[CH:28][CH:27]=1)#[N:25], predict the reaction product. (2) Given the reactants Cl.[CH3:2][NH:3][CH3:4].C(N(CC)C(C)C)(C)C.[C:14]([C:16]1[CH:17]=[C:18]([C:22]#[C:23][C:24]2[CH:25]=[CH:26][C:27]([F:33])=[C:28]([CH:32]=2)[C:29]([OH:31])=O)[CH:19]=[N:20][CH:21]=1)#[N:15].O.ON1C2C=CC=CC=2N=N1, predict the reaction product. The product is: [C:14]([C:16]1[CH:17]=[C:18]([C:22]#[C:23][C:24]2[CH:25]=[CH:26][C:27]([F:33])=[C:28]([CH:32]=2)[C:29]([N:3]([CH3:4])[CH3:2])=[O:31])[CH:19]=[N:20][CH:21]=1)#[N:15]. (3) Given the reactants [Cl:1][C:2]1[CH:7]=[N:6][CH:5]=[C:4]([Cl:8])[N:3]=1.[Li+].[Cl-].[I:11]I, predict the reaction product. The product is: [Cl:1][C:2]1[C:7]([I:11])=[N:6][CH:5]=[C:4]([Cl:8])[N:3]=1. (4) Given the reactants [CH2:1]([O:3][C:4]([C:6]1[CH:7](Br)[C:8]2[C:13]([C:14]=1[C:15]1[CH:20]=[CH:19][CH:18]=[CH:17][CH:16]=1)=[CH:12][CH:11]=[C:10]([O:21][CH3:22])[CH:9]=2)=[O:5])[CH3:2].[CH2:24]([NH2:26])[CH3:25], predict the reaction product. The product is: [CH2:1]([O:3][C:4]([C:6]1[CH:7]([NH:26][CH2:24][CH3:25])[C:8]2[C:13]([C:14]=1[C:15]1[CH:20]=[CH:19][CH:18]=[CH:17][CH:16]=1)=[CH:12][CH:11]=[C:10]([O:21][CH3:22])[CH:9]=2)=[O:5])[CH3:2]. (5) Given the reactants [Cl:1][C:2]([Cl:12])=[C:3]([C:5]1[CH:10]=[CH:9][CH:8]=[CH:7][C:6]=1[NH2:11])[CH3:4].[C:20](O)(=O)[CH2:21][CH2:22][CH2:23][CH2:24][CH2:25][CH2:26][CH2:20][CH2:21][CH2:22][CH2:23][CH2:24][CH2:25][CH3:26].N1C(C)=CC=CC=1C, predict the reaction product. The product is: [Cl:1][C:2]([Cl:12])=[C:3]([C:5]1[CH:10]=[CH:9][CH:8]=[CH:7][C:6]=1[NH:11][C:26]1[CH:25]=[CH:24][CH:23]=[CH:22][C:21]=1[CH3:20])[CH3:4]. (6) Given the reactants [F:1][C:2]1[CH:3]=[CH:4][C:5]([N+:17]([O-])=O)=[C:6]([NH:8][C:9]2[CH:14]=[CH:13][CH:12]=[C:11]([O:15][CH3:16])[CH:10]=2)[CH:7]=1, predict the reaction product. The product is: [F:1][C:2]1[CH:7]=[C:6]([NH:8][C:9]2[CH:14]=[CH:13][CH:12]=[C:11]([O:15][CH3:16])[CH:10]=2)[C:5]([NH2:17])=[CH:4][CH:3]=1. (7) Given the reactants [CH3:1][C@H:2]1[CH2:7][O:6][CH2:5][CH2:4][N:3]1[C:8]1[C:9]2[N:25]([CH3:26])[N:24]=[CH:23][C:10]=2[N:11]=[C:12]([C:14]2[CH:19]=[CH:18][C:17]([N+:20]([O-])=O)=[CH:16][CH:15]=2)[N:13]=1, predict the reaction product. The product is: [CH3:26][N:25]1[C:9]2[C:8]([N:3]3[CH2:4][CH2:5][O:6][CH2:7][C@@H:2]3[CH3:1])=[N:13][C:12]([C:14]3[CH:19]=[CH:18][C:17]([NH2:20])=[CH:16][CH:15]=3)=[N:11][C:10]=2[CH:23]=[N:24]1. (8) Given the reactants [F:1][C:2]([F:20])([F:19])[C:3]1[CH:8]=[CH:7][C:6]([C@@H:9]2[C:14]3=[N:15][CH:16]=[CH:17][N:18]=[C:13]3[CH2:12][CH2:11][NH:10]2)=[CH:5][CH:4]=1.[N:21]1[CH:26]=[CH:25][CH:24]=[C:23]([N:27]=[C:28]=[O:29])[CH:22]=1, predict the reaction product. The product is: [N:21]1[CH:26]=[CH:25][CH:24]=[C:23]([NH:27][C:28]([N:10]2[CH2:11][CH2:12][C:13]3[C:14](=[N:15][CH:16]=[CH:17][N:18]=3)[C@H:9]2[C:6]2[CH:7]=[CH:8][C:3]([C:2]([F:1])([F:19])[F:20])=[CH:4][CH:5]=2)=[O:29])[CH:22]=1. (9) Given the reactants [C:1]([C:5]1[N:10]=[C:9]([N:11]2[CH2:16][CH2:15][N:14]([CH2:17][CH2:18][CH2:19][CH2:20][NH2:21])[CH2:13][CH2:12]2)[CH:8]=[C:7]([C:22]([F:25])([F:24])[F:23])[N:6]=1)([CH3:4])([CH3:3])[CH3:2].C1N=CN([C:31](N2C=NC=C2)=[O:32])C=1.[F:38][C:39]([F:53])([F:52])[C:40]1[CH:45]=[CH:44][C:43]([N:46]2[CH2:51][CH2:50][NH:49][CH2:48][CH2:47]2)=[CH:42][CH:41]=1, predict the reaction product. The product is: [C:1]([C:5]1[N:10]=[C:9]([N:11]2[CH2:16][CH2:15][N:14]([CH2:17][CH2:18][CH2:19][CH2:20][NH:21][C:31]([N:49]3[CH2:50][CH2:51][N:46]([C:43]4[CH:42]=[CH:41][C:40]([C:39]([F:38])([F:52])[F:53])=[CH:45][CH:44]=4)[CH2:47][CH2:48]3)=[O:32])[CH2:13][CH2:12]2)[CH:8]=[C:7]([C:22]([F:24])([F:25])[F:23])[N:6]=1)([CH3:4])([CH3:2])[CH3:3]. (10) Given the reactants [OH:1][B:2]1[C:6]2[CH:7]=[C:8]([O:15][C:16]3[CH:21]=[N:20][CH:19]=[CH:18][N:17]=3)[CH:9]=[C:10]([O:11][CH:12]([CH3:14])[CH3:13])[C:5]=2[CH:4]([CH2:22][C:23]([O:25]CC)=[O:24])[O:3]1.[OH-].[Li+].Cl, predict the reaction product. The product is: [OH:1][B:2]1[C:6]2[CH:7]=[C:8]([O:15][C:16]3[CH:21]=[N:20][CH:19]=[CH:18][N:17]=3)[CH:9]=[C:10]([O:11][CH:12]([CH3:13])[CH3:14])[C:5]=2[CH:4]([CH2:22][C:23]([OH:25])=[O:24])[O:3]1.